Dataset: Forward reaction prediction with 1.9M reactions from USPTO patents (1976-2016). Task: Predict the product of the given reaction. (1) The product is: [CH3:3][O:4][C:5]1[CH:20]=[CH:19][CH:18]=[CH:17][C:6]=1[CH2:7][CH:8]1[C:13]([CH3:15])([CH3:14])[CH:12]([OH:16])[CH2:11][CH2:10][NH:9]1. Given the reactants [BH4-].[Na+].[CH3:3][O:4][C:5]1[CH:20]=[CH:19][CH:18]=[CH:17][C:6]=1[CH2:7][CH:8]1[C:13]([CH3:15])([CH3:14])[C:12](=[O:16])[CH2:11][CH2:10][NH:9]1.[OH-].[Na+], predict the reaction product. (2) Given the reactants Br[C:2]1[CH:3]=[C:4]2[C:27](=[CH:28][CH:29]=1)[O:26][C:7]1=[N:8][C:9]([F:25])=[C:10]([Sn:12]([CH2:21][CH2:22][CH2:23][CH3:24])([CH2:17][CH2:18][CH2:19][CH3:20])[CH2:13][CH2:14][CH2:15][CH3:16])[CH:11]=[C:6]1[C:5]2=[O:30].CC(N)CC1C=CC=CC=1.OP(O)(O)=O.C([O-])(=O)C.[K+].[F:51][C:52]1[C:57](B(O)O)=[CH:56][CH:55]=[CH:54][N:53]=1, predict the reaction product. The product is: [F:25][C:9]1[N:8]=[C:7]2[O:26][C:27]3[C:4]([C:5](=[O:30])[C:6]2=[CH:11][C:10]=1[Sn:12]([CH2:21][CH2:22][CH2:23][CH3:24])([CH2:17][CH2:18][CH2:19][CH3:20])[CH2:13][CH2:14][CH2:15][CH3:16])=[CH:3][C:2]([C:57]1[C:52]([F:51])=[N:53][CH:54]=[CH:55][CH:56]=1)=[CH:29][CH:28]=3. (3) Given the reactants [Cl:1][C:2]1[C:7]([F:8])=[CH:6][C:5]([C:9]2[C:14]([C:15]([O:17]C)=[O:16])=[CH:13][N:12]=[CH:11][CH:10]=2)=[C:4]([F:19])[CH:3]=1.[Li+].[OH-], predict the reaction product. The product is: [Cl:1][C:2]1[C:7]([F:8])=[CH:6][C:5]([C:9]2[C:14]([C:15]([OH:17])=[O:16])=[CH:13][N:12]=[CH:11][CH:10]=2)=[C:4]([F:19])[CH:3]=1. (4) Given the reactants C1(S([N:10]2[C:18]3[C:13](=[CH:14][CH:15]=[C:16]([F:19])[CH:17]=3)[C:12]([C:20]3[CH:21]=[CH:22][C:23]4[O:27][C:26]([CH2:28][N:29](C(OC(C)(C)C)=O)[C:30](=[O:36])[O:31][C:32]([CH3:35])([CH3:34])[CH3:33])=[N:25][C:24]=4[CH:44]=3)=[CH:11]2)(=O)=O)C=CC=CC=1.[OH-].[Na+], predict the reaction product. The product is: [C:32]([O:31][C:30](=[O:36])[NH:29][CH2:28][C:26]1[O:27][C:23]2[CH:22]=[CH:21][C:20]([C:12]3[C:13]4[C:18](=[CH:17][C:16]([F:19])=[CH:15][CH:14]=4)[NH:10][CH:11]=3)=[CH:44][C:24]=2[N:25]=1)([CH3:35])([CH3:33])[CH3:34]. (5) Given the reactants [F:1][C:2]1[CH:10]=[CH:9][C:5]([C:6](O)=[O:7])=[CH:4][C:3]=1[N+:11]([O-:13])=[O:12].C(Cl)Cl.C(Cl)(=O)C(Cl)=O.C[N:24](C=O)C, predict the reaction product. The product is: [F:1][C:2]1[CH:10]=[CH:9][C:5]([C:6]([NH2:24])=[O:7])=[CH:4][C:3]=1[N+:11]([O-:13])=[O:12]. (6) Given the reactants [Br:1][C:2]1[C:3]2[O:10][C:9]([C:11]([OH:13])=O)=[C:8]([NH:14][C:15]3[CH:20]=[CH:19][C:18]([I:21])=[CH:17][C:16]=3[F:22])[C:4]=2[CH:5]=[N:6][CH:7]=1.C(C1NC=CN=1)(C1NC=CN=1)=O.[CH3:35][C:36]1([CH3:44])[O:40][C@@H:39]([CH2:41][O:42][NH2:43])[CH2:38][O:37]1, predict the reaction product. The product is: [CH3:35][C:36]1([CH3:44])[O:40][C@@H:39]([CH2:41][O:42][NH:43][C:11]([C:9]2[O:10][C:3]3[C:2]([Br:1])=[CH:7][N:6]=[CH:5][C:4]=3[C:8]=2[NH:14][C:15]2[CH:20]=[CH:19][C:18]([I:21])=[CH:17][C:16]=2[F:22])=[O:13])[CH2:38][O:37]1.